Dataset: Forward reaction prediction with 1.9M reactions from USPTO patents (1976-2016). Task: Predict the product of the given reaction. (1) Given the reactants [NH:1]1[C:11]2[C:6](=[CH:7][CH:8]=[CH:9][CH:10]=2)[C:4](=O)[C:2]1=[O:3].[Cl:12][C:13]1[CH:18]=[CH:17][C:16]([CH2:19][C:20](O)=O)=[CH:15][CH:14]=1.C([O-])(=O)C.[Na+].P(Cl)(Cl)([Cl:30])=O, predict the reaction product. The product is: [Cl:30][C:20]1[C:19]2[C:16]3[CH:15]=[CH:14][C:13]([Cl:12])=[CH:18][C:17]=3[C:2](=[O:3])[C:4]=2[C:6]2[C:11](=[CH:10][CH:9]=[CH:8][CH:7]=2)[N:1]=1. (2) Given the reactants [CH3:1][O:2][C:3]1[CH:8]=[CH:7][CH:6]=[CH:5][C:4]=1[C:9]1[C:17]2[C:12](=[N:13][CH:14]=[C:15](B3OC(C)(C)C(C)(C)O3)[CH:16]=2)[N:11]([S:27]([C:30]2[CH:35]=[CH:34][C:33]([CH3:36])=[CH:32][CH:31]=2)(=[O:29])=[O:28])[CH:10]=1.Cl[C:38]1[N:43]=[CH:42][N:41]=[C:40]([CH:44]([C:50]#[N:51])[C:45]([N:47]([CH3:49])[CH3:48])=[O:46])[CH:39]=1.C(=O)(O)[O-].[Na+], predict the reaction product. The product is: [C:50]([CH:44]([C:40]1[CH:39]=[C:38]([C:15]2[CH:16]=[C:17]3[C:9]([C:4]4[CH:5]=[CH:6][CH:7]=[CH:8][C:3]=4[O:2][CH3:1])=[CH:10][N:11]([S:27]([C:30]4[CH:31]=[CH:32][C:33]([CH3:36])=[CH:34][CH:35]=4)(=[O:28])=[O:29])[C:12]3=[N:13][CH:14]=2)[N:43]=[CH:42][N:41]=1)[C:45]([N:47]([CH3:49])[CH3:48])=[O:46])#[N:51].